This data is from NCI-60 drug combinations with 297,098 pairs across 59 cell lines. The task is: Regression. Given two drug SMILES strings and cell line genomic features, predict the synergy score measuring deviation from expected non-interaction effect. (1) Drug 1: CC(CN1CC(=O)NC(=O)C1)N2CC(=O)NC(=O)C2. Drug 2: COC1=CC(=CC(=C1O)OC)C2C3C(COC3=O)C(C4=CC5=C(C=C24)OCO5)OC6C(C(C7C(O6)COC(O7)C8=CC=CS8)O)O. Cell line: A549. Synergy scores: CSS=56.2, Synergy_ZIP=-2.81, Synergy_Bliss=-3.33, Synergy_Loewe=0.948, Synergy_HSA=6.62. (2) Drug 1: CNC(=O)C1=CC=CC=C1SC2=CC3=C(C=C2)C(=NN3)C=CC4=CC=CC=N4. Synergy scores: CSS=25.2, Synergy_ZIP=-3.91, Synergy_Bliss=-8.31, Synergy_Loewe=-15.0, Synergy_HSA=-6.50. Drug 2: C1=CC(=CC=C1CCC2=CNC3=C2C(=O)NC(=N3)N)C(=O)NC(CCC(=O)O)C(=O)O. Cell line: HCC-2998. (3) Drug 1: CN1CCC(CC1)COC2=C(C=C3C(=C2)N=CN=C3NC4=C(C=C(C=C4)Br)F)OC. Cell line: NCI-H226. Drug 2: C1C(C(OC1N2C=C(C(=O)NC2=O)F)CO)O. Synergy scores: CSS=4.37, Synergy_ZIP=-2.13, Synergy_Bliss=0.981, Synergy_Loewe=-2.07, Synergy_HSA=0.742. (4) Drug 1: C1CCC(C1)C(CC#N)N2C=C(C=N2)C3=C4C=CNC4=NC=N3. Drug 2: CS(=O)(=O)CCNCC1=CC=C(O1)C2=CC3=C(C=C2)N=CN=C3NC4=CC(=C(C=C4)OCC5=CC(=CC=C5)F)Cl. Cell line: HT29. Synergy scores: CSS=-11.4, Synergy_ZIP=4.85, Synergy_Bliss=-0.969, Synergy_Loewe=-8.40, Synergy_HSA=-7.54. (5) Drug 1: C1=C(C(=O)NC(=O)N1)F. Drug 2: CCC1(C2=C(COC1=O)C(=O)N3CC4=CC5=C(C=CC(=C5CN(C)C)O)N=C4C3=C2)O.Cl. Cell line: HCT116. Synergy scores: CSS=55.6, Synergy_ZIP=-2.66, Synergy_Bliss=-4.49, Synergy_Loewe=-2.41, Synergy_HSA=0.466. (6) Drug 1: CC1C(C(CC(O1)OC2CC(OC(C2O)C)OC3=CC4=CC5=C(C(=O)C(C(C5)C(C(=O)C(C(C)O)O)OC)OC6CC(C(C(O6)C)O)OC7CC(C(C(O7)C)O)OC8CC(C(C(O8)C)O)(C)O)C(=C4C(=C3C)O)O)O)O. Drug 2: C1=CC=C(C(=C1)C(C2=CC=C(C=C2)Cl)C(Cl)Cl)Cl. Cell line: MALME-3M. Synergy scores: CSS=28.8, Synergy_ZIP=0.331, Synergy_Bliss=1.80, Synergy_Loewe=-9.57, Synergy_HSA=1.11. (7) Drug 1: CC1=C(C(=CC=C1)Cl)NC(=O)C2=CN=C(S2)NC3=CC(=NC(=N3)C)N4CCN(CC4)CCO. Synergy scores: CSS=-9.04, Synergy_ZIP=4.57, Synergy_Bliss=-6.40, Synergy_Loewe=-12.4, Synergy_HSA=-16.7. Drug 2: C1=CC=C(C(=C1)C(C2=CC=C(C=C2)Cl)C(Cl)Cl)Cl. Cell line: CCRF-CEM. (8) Drug 1: C1=C(C(=O)NC(=O)N1)F. Drug 2: C1=NNC2=C1C(=O)NC=N2. Cell line: T-47D. Synergy scores: CSS=21.1, Synergy_ZIP=-7.73, Synergy_Bliss=-11.1, Synergy_Loewe=-25.1, Synergy_HSA=-11.8. (9) Drug 1: CS(=O)(=O)C1=CC(=C(C=C1)C(=O)NC2=CC(=C(C=C2)Cl)C3=CC=CC=N3)Cl. Drug 2: CN1C(=O)N2C=NC(=C2N=N1)C(=O)N. Cell line: SNB-75. Synergy scores: CSS=-3.81, Synergy_ZIP=1.62, Synergy_Bliss=-0.200, Synergy_Loewe=-3.43, Synergy_HSA=-3.14. (10) Drug 1: C1CC(C1)(C(=O)O)C(=O)O.[NH2-].[NH2-].[Pt+2]. Drug 2: B(C(CC(C)C)NC(=O)C(CC1=CC=CC=C1)NC(=O)C2=NC=CN=C2)(O)O. Cell line: UACC62. Synergy scores: CSS=49.2, Synergy_ZIP=0.565, Synergy_Bliss=3.20, Synergy_Loewe=-16.5, Synergy_HSA=3.20.